This data is from Full USPTO retrosynthesis dataset with 1.9M reactions from patents (1976-2016). The task is: Predict the reactants needed to synthesize the given product. (1) Given the product [CH3:51][Si:50]([CH3:53])([CH3:52])[C:15]1[C:16]2[C:21](=[CH:20][CH:19]=[CH:18][CH:17]=2)[CH:13]([C:10]([CH:1]2[C:9]3[C:4](=[CH:5][CH:6]=[CH:7][CH:8]=3)[C:3]([Si:50]([CH3:53])([CH3:52])[CH3:51])=[CH:2]2)([CH3:11])[CH3:12])[CH:14]=1, predict the reactants needed to synthesize it. The reactants are: [CH:1]1([C:10]([CH:13]2[C:21]3[C:16](=[CH:17][CH:18]=[CH:19][CH:20]=3)[CH:15]=[CH:14]2)([CH3:12])[CH3:11])[C:9]2[C:4](=[CH:5][CH:6]=[CH:7][CH:8]=2)[CH:3]=[CH:2]1.C([Li])CCC.[Li][Li].C1(C(C2C3C(=CC=CC=3)C=C2)(C)C)C2C(=CC=CC=2)C=C1.[Si:50](Cl)([CH3:53])([CH3:52])[CH3:51]. (2) Given the product [OH:8][C:3]1[CH:4]=[CH:5][C:6]([NH:7][C:15](=[O:16])[O:17][CH2:18][C:19]2[CH:24]=[CH:23][CH:22]=[CH:21][CH:20]=2)=[CH:1][CH:2]=1, predict the reactants needed to synthesize it. The reactants are: [CH:1]1[C:6]([NH2:7])=[CH:5][CH:4]=[C:3]([OH:8])[CH:2]=1.C(=O)([O-])O.[Na+].Cl[C:15]([O:17][CH2:18][C:19]1[CH:24]=[CH:23][CH:22]=[CH:21][CH:20]=1)=[O:16].